Dataset: NCI-60 drug combinations with 297,098 pairs across 59 cell lines. Task: Regression. Given two drug SMILES strings and cell line genomic features, predict the synergy score measuring deviation from expected non-interaction effect. (1) Cell line: TK-10. Drug 2: C1C(C(OC1N2C=NC3=C2NC=NCC3O)CO)O. Synergy scores: CSS=27.4, Synergy_ZIP=3.68, Synergy_Bliss=4.97, Synergy_Loewe=0.141, Synergy_HSA=0.139. Drug 1: CC=C1C(=O)NC(C(=O)OC2CC(=O)NC(C(=O)NC(CSSCCC=C2)C(=O)N1)C(C)C)C(C)C. (2) Drug 1: CCC1=CC2CC(C3=C(CN(C2)C1)C4=CC=CC=C4N3)(C5=C(C=C6C(=C5)C78CCN9C7C(C=CC9)(C(C(C8N6C)(C(=O)OC)O)OC(=O)C)CC)OC)C(=O)OC.C(C(C(=O)O)O)(C(=O)O)O. Drug 2: C1=C(C(=O)NC(=O)N1)N(CCCl)CCCl. Cell line: SF-539. Synergy scores: CSS=52.5, Synergy_ZIP=-8.41, Synergy_Bliss=-4.99, Synergy_Loewe=-26.1, Synergy_HSA=-2.83.